Dataset: Full USPTO retrosynthesis dataset with 1.9M reactions from patents (1976-2016). Task: Predict the reactants needed to synthesize the given product. (1) Given the product [CH2:1]([O:3][C:4]([C@@H:6]1[CH2:10][CH:9]([O:11][Si:12]([C:15]([CH3:17])([CH3:16])[CH3:18])([CH3:13])[CH3:14])[CH2:8][C@H:7]1[CH2:19][OH:20])=[O:5])[CH3:2], predict the reactants needed to synthesize it. The reactants are: [CH2:1]([O:3][C:4]([C@@H:6]1[CH2:10][CH:9]([O:11][Si:12]([C:15]([CH3:18])([CH3:17])[CH3:16])([CH3:14])[CH3:13])[CH2:8][C@H:7]1[C:19](O)=[O:20])=[O:5])[CH3:2].O. (2) Given the product [OH:4][CH:1]([C@H:5]1[O:9][C:8](=[O:10])[CH2:7][CH2:6]1)[CH2:2][CH3:3], predict the reactants needed to synthesize it. The reactants are: [C:1]([C@H:5]1[O:9][C:8](=[O:10])[CH2:7][CH2:6]1)(=[O:4])[CH2:2][CH3:3].CCC(C)[BH-](C(C)CC)C(C)CC.[Li+]. (3) Given the product [NH2:17][C:9]1[C:8]2[N:18]=[C:5]([CH2:4][CH2:3][O:2][CH3:1])[N:6]([CH2:19][CH2:20][O:21][CH2:22][CH2:23][N:24]([CH3:25])[S:34]([CH3:33])(=[O:36])=[O:35])[C:7]=2[C:16]2[CH:15]=[CH:14][CH:13]=[CH:12][C:11]=2[N:10]=1, predict the reactants needed to synthesize it. The reactants are: [CH3:1][O:2][CH2:3][CH2:4][C:5]1[N:6]([CH2:19][CH2:20][O:21][CH2:22][CH2:23][NH:24][CH3:25])[C:7]2[C:16]3[CH:15]=[CH:14][CH:13]=[CH:12][C:11]=3[N:10]=[C:9]([NH2:17])[C:8]=2[N:18]=1.CCN(CC)CC.[CH3:33][S:34](Cl)(=[O:36])=[O:35]. (4) Given the product [CH2:1]([O:3][CH:4]([O:8][CH2:9][CH3:10])[CH2:5]/[CH:6]=[CH:7]/[C:21]1[CH:22]=[CH:23][C:24]([O:27][CH2:28][CH2:29][CH2:30][N:31]2[CH2:32][CH2:33][CH2:34][CH2:35][CH2:36][CH2:37]2)=[CH:25][CH:26]=1)[CH3:2], predict the reactants needed to synthesize it. The reactants are: [CH2:1]([O:3][CH:4]([O:8][CH2:9][CH3:10])[CH2:5][CH:6]=[CH2:7])[CH3:2].B1C2CCCC1CCC2.Br[C:21]1[CH:26]=[CH:25][C:24]([O:27][CH2:28][CH2:29][CH2:30][N:31]2[CH2:37][CH2:36][CH2:35][CH2:34][CH2:33][CH2:32]2)=[CH:23][CH:22]=1.C(=O)([O-])[O-].[K+].[K+]. (5) Given the product [ClH:15].[ClH:15].[Cl:15][C:16]1[CH:17]=[CH:18][C:19]([O:32][CH2:33][CH:34]([CH3:36])[CH3:35])=[C:20]([CH2:22][N:23]2[C:27]([CH3:28])=[CH:26][C:25]([C:29]3[NH:13][C:10]4[CH:11]=[CH:12][C:7]([N:1]5[CH2:6][CH2:5][O:4][CH2:3][CH2:2]5)=[CH:8][C:9]=4[N:14]=3)=[N:24]2)[CH:21]=1, predict the reactants needed to synthesize it. The reactants are: [N:1]1([C:7]2[CH:8]=[C:9]([NH2:14])[C:10]([NH2:13])=[CH:11][CH:12]=2)[CH2:6][CH2:5][O:4][CH2:3][CH2:2]1.[Cl:15][C:16]1[CH:17]=[CH:18][C:19]([O:32][CH2:33][CH:34]([CH3:36])[CH3:35])=[C:20]([CH2:22][N:23]2[C:27]([CH3:28])=[CH:26][C:25]([C:29](O)=O)=[N:24]2)[CH:21]=1. (6) Given the product [CH3:26][N:29]([CH3:32])[C:30]([N:22]([CH3:23])[C:12]1[N:11]=[C:10]([C:8]([NH:7][CH2:6][C:5]2[CH:4]=[CH:3][C:2]([F:1])=[CH:25][CH:24]=2)=[O:9])[C:39]([O:40][CH3:41])=[C:18]2[C:13]=1[CH:14]=[CH:15][CH:16]=[N:17]2)=[O:53], predict the reactants needed to synthesize it. The reactants are: [F:1][C:2]1[CH:25]=[CH:24][C:5]([CH2:6][NH:7][C:8]([C:10]2C(OC)=[C:18]3[C:13]([CH:14]=[CH:15][CH:16]=[N:17]3)=[C:12]([NH:22][CH3:23])[N:11]=2)=[O:9])=[CH:4][CH:3]=1.[CH:26]([N:29]([CH:32](C)C)[CH2:30]C)(C)C.ClC(Cl)(O[C:39](=O)[O:40][C:41](Cl)(Cl)Cl)Cl.CNC.C1C[O:53]CC1.